This data is from Reaction yield outcomes from USPTO patents with 853,638 reactions. The task is: Predict the reaction yield, written as a fraction of the theoretical maximum amount of product (1.0 means a 100% yield; for example, 0.34 means a 34% yield). (1) The reactants are [NH2:1][C:2]([C:4]1[NH:8][CH:7]=[N:6][C:5]=1[NH:9][CH2:10][C:11]1[C:19]2[C:14](=[CH:15][CH:16]=[CH:17][C:18]=2[F:20])[N:13]([C:21]([O:23][C:24]([CH3:27])([CH3:26])[CH3:25])=[O:22])[CH:12]=1)=[O:3].C(N=[C:37]=[S:38])(=O)C1C=CC=CC=1. The catalyst is C(Cl)Cl. The product is [F:20][C:18]1[CH:17]=[CH:16][CH:15]=[C:14]2[C:19]=1[C:11]([CH2:10][N:9]1[C:5]3[N:6]=[CH:7][NH:8][C:4]=3[C:2](=[O:3])[NH:1][C:37]1=[S:38])=[CH:12][N:13]2[C:21]([O:23][C:24]([CH3:27])([CH3:26])[CH3:25])=[O:22]. The yield is 0.480. (2) The reactants are [Cl:1][C:2]1[C:7]([N+:8]([O-])=O)=[CH:6][CH:5]=[CH:4][C:3]=1[N:11]1[CH2:16][CH2:15][O:14][CH2:13][CH2:12]1. The product is [Cl:1][C:2]1[C:3]([N:11]2[CH2:16][CH2:15][O:14][CH2:13][CH2:12]2)=[CH:4][CH:5]=[CH:6][C:7]=1[NH2:8]. The yield is 0.900. The catalyst is C(O)(=O)C.[Fe]. (3) The reactants are [CH3:1][C:2]1[NH:3][C:4](=O)[S:5][C:6]=1[C:7]([O:9][CH2:10][CH3:11])=[O:8].O=P(Cl)(Cl)[Cl:15]. No catalyst specified. The product is [Cl:15][C:4]1[S:5][C:6]([C:7]([O:9][CH2:10][CH3:11])=[O:8])=[C:2]([CH3:1])[N:3]=1. The yield is 0.860. (4) The reactants are C(OC(=O)C[CH:8]([CH2:12][CH:13]([CH3:15])[CH3:14])[C:9]([OH:11])=[O:10])(C)(C)C.[CH3:17]O. The catalyst is C1COCC1. The product is [CH:13]([CH:12]1[CH2:17][O:11][C:9](=[O:10])[CH2:8]1)([CH3:14])[CH3:15]. The yield is 0.890. (5) The reactants are [Cl:1][C:2]1[CH:3]=[C:4]2[C:8](=[CH:9][C:10]=1[Cl:11])[NH:7][CH:6]=[CH:5]2.[N+](=[CH:14][C:15]([O:17][CH2:18][CH3:19])=[O:16])=[N-]. The catalyst is C(Cl)Cl.C(S([O-])(=O)=O)(F)(F)F.C(S([O-])(=O)=O)(F)(F)F.[Cu+2]. The product is [Cl:1][C:2]1[CH:3]=[C:4]2[C:8](=[CH:9][C:10]=1[Cl:11])[NH:7][CH:6]=[C:5]2[CH2:14][C:15]([O:17][CH2:18][CH3:19])=[O:16]. The yield is 0.0820.